Predict the reactants needed to synthesize the given product. From a dataset of Full USPTO retrosynthesis dataset with 1.9M reactions from patents (1976-2016). (1) Given the product [Br:14][C:10]1[N:9]=[C:8]([C:19]([OH:21])([CH3:20])[CH3:18])[CH:13]=[CH:12][CH:11]=1, predict the reactants needed to synthesize it. The reactants are: CCCCCC.Br[C:8]1[CH:13]=[CH:12][CH:11]=[C:10]([Br:14])[N:9]=1.C(=O)=O.[CH3:18][C:19](=[O:21])[CH3:20].[Cl-].[NH4+]. (2) Given the product [NH2:20][C:18]1[C:17]([OH:21])=[CH:16][N:15]=[C:14]([C:7]2[C:8]3[C:13](=[CH:12][CH:11]=[CH:10][CH:9]=3)[N:5]([CH2:4][C:3]3[CH:23]=[CH:24][CH:25]=[CH:26][C:2]=3[F:1])[N:6]=2)[N:19]=1, predict the reactants needed to synthesize it. The reactants are: [F:1][C:2]1[CH:26]=[CH:25][CH:24]=[CH:23][C:3]=1[CH2:4][N:5]1[C:13]2[C:8](=[CH:9][CH:10]=[CH:11][CH:12]=2)[C:7]([C:14]2[N:19]=[C:18]([NH2:20])[C:17]([O:21]C)=[CH:16][N:15]=2)=[N:6]1. (3) Given the product [F:24][C:25]1[CH:26]=[CH:27][C:28]([C:31]2[C:34]([CH3:35])=[N:23][C:19]3[N:20]([N:21]=[CH:22][C:18]=3[C:14]3[CH:15]=[CH:16][CH:17]=[C:12]([N:9]4[CH2:8][CH2:7][CH:6]([N:1]5[CH2:2][CH2:3][CH2:4][CH2:5]5)[CH2:11][CH2:10]4)[CH:13]=3)[C:32]=2[NH2:33])=[CH:29][CH:30]=1, predict the reactants needed to synthesize it. The reactants are: [N:1]1([CH:6]2[CH2:11][CH2:10][N:9]([C:12]3[CH:13]=[C:14]([C:18]4[C:19]([NH2:23])=[N:20][NH:21][CH:22]=4)[CH:15]=[CH:16][CH:17]=3)[CH2:8][CH2:7]2)[CH2:5][CH2:4][CH2:3][CH2:2]1.[F:24][C:25]1[CH:30]=[CH:29][C:28]([CH:31]([C:34](=O)[CH3:35])[C:32]#[N:33])=[CH:27][CH:26]=1. (4) The reactants are: [CH3:1][N:2]([CH3:24])[CH:3]1[CH2:8][CH2:7][CH:6]([O:9][C:10]2[C:11]3[C:18]([C:19](O)=[O:20])=[C:17]([CH2:22][CH3:23])[S:16][C:12]=3[N:13]=[CH:14][N:15]=2)[CH2:5][CH2:4]1.CN(C(ON1N=NC2C=CC=NC1=2)=[N+](C)C)C.F[P-](F)(F)(F)(F)F.CCN(C(C)C)C(C)C.[F:58][C:59]1[CH:60]=[N:61][CH:62]=[CH:63][C:64]=1[NH2:65]. Given the product [CH3:24][N:2]([CH3:1])[CH:3]1[CH2:8][CH2:7][CH:6]([O:9][C:10]2[C:11]3[C:18]([C:19]([NH:65][C:64]4[CH:63]=[CH:62][N:61]=[CH:60][C:59]=4[F:58])=[O:20])=[C:17]([CH2:22][CH3:23])[S:16][C:12]=3[N:13]=[CH:14][N:15]=2)[CH2:5][CH2:4]1, predict the reactants needed to synthesize it. (5) Given the product [CH2:1]([O:3][N:4]1[C:16]2[C:15]3[CH:14]=[CH:13][CH:12]=[CH:11][C:10]=3[N+:9]([O-:22])=[CH:8][C:7]=2[N:6]=[CH:5]1)[CH3:2], predict the reactants needed to synthesize it. The reactants are: [CH2:1]([O:3][N:4]1[C:16]2[C:15]3[CH:14]=[CH:13][CH:12]=[CH:11][C:10]=3[N:9]=[CH:8][C:7]=2[N:6]=[CH:5]1)[CH3:2].ClC1C=C(C=CC=1)C(OO)=[O:22].C(=O)(O)[O-].[Na+]. (6) Given the product [NH2:1][C:2]1[N:7]=[C:6]([C:8]2[NH:12][C:11]([C:13]3[CH:18]=[C:17]([Cl:19])[CH:16]=[CH:15][C:14]=3[CH2:20][CH3:21])=[C:10]([C:22]([OH:24])=[O:23])[CH:9]=2)[C:5]([Br:27])=[CH:4][N:3]=1, predict the reactants needed to synthesize it. The reactants are: [NH2:1][C:2]1[N:7]=[C:6]([C:8]2[NH:12][C:11]([C:13]3[CH:18]=[C:17]([Cl:19])[CH:16]=[CH:15][C:14]=3[CH2:20][CH3:21])=[C:10]([C:22]([O:24]CC)=[O:23])[CH:9]=2)[C:5]([Br:27])=[CH:4][N:3]=1.[OH-].[K+].CCO. (7) Given the product [CH3:18][O:19][C:20]1[CH:28]=[C:27]2[C:23]([CH:24]=[N:25][NH:26]2)=[CH:22][C:21]=1[NH:29][C:2]1[C:3]2[C:10]([CH:11]([CH3:13])[CH3:12])=[C:9]([CH2:14][CH:15]([CH3:17])[CH3:16])[NH:8][C:4]=2[N:5]=[CH:6][N:7]=1, predict the reactants needed to synthesize it. The reactants are: Cl[C:2]1[C:3]2[C:10]([CH:11]([CH3:13])[CH3:12])=[C:9]([CH2:14][CH:15]([CH3:17])[CH3:16])[NH:8][C:4]=2[N:5]=[CH:6][N:7]=1.[CH3:18][O:19][C:20]1[CH:28]=[C:27]2[C:23]([CH:24]=[N:25][NH:26]2)=[CH:22][C:21]=1[NH2:29]. (8) Given the product [CH2:21]([O:6][C@H:7]1[CH2:8][CH2:9][C@H:10]([C:13]([O:15][CH2:16][CH3:17])=[O:14])[CH2:11][CH2:12]1)[CH3:22], predict the reactants needed to synthesize it. The reactants are: CC([Si](C)(C)[O:6][C@H:7]1[CH2:12][CH2:11][C@H:10]([C:13]([O:15][CH2:16][CH3:17])=[O:14])[CH2:9][CH2:8]1)(C)C.[SiH](CC)(CC)[CH2:21][CH3:22].C(=O)C.C([O-])(O)=O.[Na+]. (9) The reactants are: [CH3:1][C:2]1[CH:10]=[CH:9][C:5]([C:6](Cl)=[O:7])=[CH:4][CH:3]=1.[CH3:11][O:12][C:13]1[CH:14]=[C:15]([C:19]2([OH:25])[CH2:24][CH2:23][CH2:22][NH:21][CH2:20]2)[CH:16]=[CH:17][CH:18]=1. Given the product [OH:25][C:19]1([C:15]2[CH:16]=[CH:17][CH:18]=[C:13]([O:12][CH3:11])[CH:14]=2)[CH2:24][CH2:23][CH2:22][N:21]([C:6]([C:5]2[CH:9]=[CH:10][C:2]([CH3:1])=[CH:3][CH:4]=2)=[O:7])[CH2:20]1, predict the reactants needed to synthesize it.